From a dataset of Reaction yield outcomes from USPTO patents with 853,638 reactions. Predict the reaction yield, written as a fraction of the theoretical maximum amount of product (1.0 means a 100% yield; for example, 0.34 means a 34% yield). (1) The reactants are [C:1]([O:5][C:6]([NH:8][C@H:9]([C:14]([OH:16])=O)[CH2:10][CH:11](C)C)=[O:7])([CH3:4])([CH3:3])[CH3:2].CCN=C=N[CH2:22][CH2:23][CH2:24]N(C)C.Cl.[CH:29]1C=CC2N(O)N=NC=2C=1.N[C@H]([C:45]([O:47][CH3:48])=[O:46])CC(C)C.C[N:50]([CH3:53])C=O. The catalyst is CCOCC.O. The product is [CH3:48][O:47][C:45](=[O:46])[CH:53]([NH:50][C:14](=[O:16])[CH:9]([NH:8][C:6]([O:5][C:1]([CH3:2])([CH3:3])[CH3:4])=[O:7])[CH:10]([CH3:11])[CH3:29])[CH:23]([CH3:24])[CH3:22]. The yield is 0.530. (2) The reactants are Br[C:2]1[C:11]([CH3:12])=[CH:10][C:9]2[C:4](=[CH:5][CH:6]=[C:7]([O:13][CH3:14])[CH:8]=2)[C:3]=1[O:15][CH2:16][O:17][CH3:18].[F:19][C:20]([F:31])([F:30])[C:21]1[CH:22]=[C:23](B(O)O)[CH:24]=[CH:25][CH:26]=1.C(=O)([O-])[O-].[Na+].[Na+]. The catalyst is C1(P([Pd-4](P(C2C=CC=CC=2)(C2C=CC=CC=2)C2C=CC=CC=2)(P(C2C=CC=CC=2)(C2C=CC=CC=2)C2C=CC=CC=2)P(C2C=CC=CC=2)(C2C=CC=CC=2)C2C=CC=CC=2)(C2C=CC=CC=2)C2C=CC=CC=2)C=CC=CC=1.COCCOC. The product is [CH3:14][O:13][C:7]1[CH:8]=[C:9]2[C:4](=[CH:5][CH:6]=1)[C:3]([O:15][CH2:16][O:17][CH3:18])=[C:2]([C:25]1[CH:24]=[CH:23][CH:22]=[C:21]([C:20]([F:31])([F:30])[F:19])[CH:26]=1)[C:11]([CH3:12])=[CH:10]2. The yield is 0.990. (3) The reactants are [C:1]([C:3]1([OH:18])[CH2:7][CH2:6][N:5]([C:8]([O:10][CH2:11][C:12]2[CH:17]=[CH:16][CH:15]=[CH:14][CH:13]=2)=[O:9])[CH2:4]1)#[N:2].[H-].[H-].[H-].[H-].[Li+].[Al+3]. The catalyst is C1COCC1. The product is [NH2:2][CH2:1][C:3]1([OH:18])[CH2:7][CH2:6][N:5]([C:8]([O:10][CH2:11][C:12]2[CH:17]=[CH:16][CH:15]=[CH:14][CH:13]=2)=[O:9])[CH2:4]1. The yield is 0.790. (4) The reactants are [N+:1]([C:4]1[CH:27]=[CH:26][C:25]([N:28]2[CH2:33][CH2:32][CH2:31][CH2:30][CH2:29]2)=[CH:24][C:5]=1[C:6]([NH:8][C:9]1[S:10][C:11]([C:14]2[CH:19]=[CH:18][CH:17]=[C:16]([C:20]([F:23])([F:22])[F:21])[CH:15]=2)=[CH:12][N:13]=1)=[O:7])([O-])=O. The catalyst is CO.[Pd]. The product is [NH2:1][C:4]1[CH:27]=[CH:26][C:25]([N:28]2[CH2:33][CH2:32][CH2:31][CH2:30][CH2:29]2)=[CH:24][C:5]=1[C:6]([NH:8][C:9]1[S:10][C:11]([C:14]2[CH:19]=[CH:18][CH:17]=[C:16]([C:20]([F:22])([F:23])[F:21])[CH:15]=2)=[CH:12][N:13]=1)=[O:7]. The yield is 0.580.